This data is from Peptide-MHC class I binding affinity with 185,985 pairs from IEDB/IMGT. The task is: Regression. Given a peptide amino acid sequence and an MHC pseudo amino acid sequence, predict their binding affinity value. This is MHC class I binding data. (1) The peptide sequence is CYNFKVQFLF. The MHC is HLA-A23:01 with pseudo-sequence HLA-A23:01. The binding affinity (normalized) is 0.0111. (2) The peptide sequence is RQFPTTFEF. The MHC is Mamu-B52 with pseudo-sequence Mamu-B52. The binding affinity (normalized) is 0.840. (3) The MHC is HLA-A29:02 with pseudo-sequence HLA-A29:02. The binding affinity (normalized) is 0.0847. The peptide sequence is KQFYIFNTH. (4) The peptide sequence is EVKKQRAGV. The MHC is HLA-A26:01 with pseudo-sequence HLA-A26:01. The binding affinity (normalized) is 0.157. (5) The peptide sequence is KIRSEELSF. The MHC is HLA-B15:01 with pseudo-sequence HLA-B15:01. The binding affinity (normalized) is 0. (6) The peptide sequence is IIYVGCGER. The MHC is HLA-A24:03 with pseudo-sequence HLA-A24:03. The binding affinity (normalized) is 0.0847. (7) The peptide sequence is KRQEILDLWVY. The MHC is HLA-A30:02 with pseudo-sequence HLA-A30:02. The binding affinity (normalized) is 0.636.